From a dataset of Retrosynthesis with 50K atom-mapped reactions and 10 reaction types from USPTO. Predict the reactants needed to synthesize the given product. (1) Given the product O=C(Nc1ccc(Oc2ccccc2)cc1)N1CC2CN(Cc3ccccc3)CC2C1, predict the reactants needed to synthesize it. The reactants are: O=C=Nc1ccc(Oc2ccccc2)cc1.c1ccc(CN2CC3CNCC3C2)cc1. (2) Given the product CNc1nccc(-c2cc(NCCCN)c3cc(OC)ccc3c2)n1, predict the reactants needed to synthesize it. The reactants are: CNc1nccc(-c2cc(NCCCN3C(=O)c4ccccc4C3=O)c3cc(OC)ccc3c2)n1. (3) The reactants are: C1COCCN1.O=C(c1nn(C2CCCN(CCCl)C2)c2c1CS(=O)(=O)c1ccccc1-2)N1CCOCC1. Given the product O=C(c1nn(C2CCCN(CCN3CCOCC3)C2)c2c1CS(=O)(=O)c1ccccc1-2)N1CCOCC1, predict the reactants needed to synthesize it.